From a dataset of Forward reaction prediction with 1.9M reactions from USPTO patents (1976-2016). Predict the product of the given reaction. (1) Given the reactants Cl[C:2]1[N:7]=[C:6]([CH3:8])[C:5]([N+:9]([O-:11])=[O:10])=[CH:4][CH:3]=1.[O-:12][CH2:13][CH3:14].[Na+], predict the reaction product. The product is: [CH2:13]([O:12][C:2]1[N:7]=[C:6]([CH3:8])[C:5]([N+:9]([O-:11])=[O:10])=[CH:4][CH:3]=1)[CH3:14]. (2) Given the reactants [Br:1][C:2]1[CH:7]=[CH:6][C:5]([CH2:8][C:9](Cl)=[O:10])=[CH:4][CH:3]=1.C([O-])(O)=O.[Na+].[NH2:17][C:18]1[O:22][N:21]=[C:20]([C:23]([CH3:27])([CH3:26])[CH2:24][OH:25])[CH:19]=1, predict the reaction product. The product is: [Br:1][C:2]1[CH:7]=[CH:6][C:5]([CH2:8][C:9]([NH:17][C:18]2[O:22][N:21]=[C:20]([C:23]([CH3:27])([CH3:26])[CH2:24][OH:25])[CH:19]=2)=[O:10])=[CH:4][CH:3]=1.